This data is from Full USPTO retrosynthesis dataset with 1.9M reactions from patents (1976-2016). The task is: Predict the reactants needed to synthesize the given product. (1) Given the product [CH3:1][C:2]1([CH3:31])[CH2:11][CH2:10][C:9]2[N:8]=[CH:7][N:6]=[C:5]([N:12]3[CH2:18][C:17]4[CH:19]=[C:20]([C:23]5[CH:28]=[CH:27][C:26]6[N:29]=[C:32]([CH2:33][CH3:34])[NH:30][C:25]=6[CH:24]=5)[CH:21]=[CH:22][C:16]=4[O:15][CH2:14][CH2:13]3)[C:4]=2[CH2:3]1, predict the reactants needed to synthesize it. The reactants are: [CH3:1][C:2]1([CH3:31])[CH2:11][CH2:10][C:9]2[N:8]=[CH:7][N:6]=[C:5]([N:12]3[CH2:18][C:17]4[CH:19]=[C:20]([C:23]5[CH:24]=[C:25]([NH2:30])[C:26]([NH2:29])=[CH:27][CH:28]=5)[CH:21]=[CH:22][C:16]=4[O:15][CH2:14][CH2:13]3)[C:4]=2[CH2:3]1.[C:32](OC)(OC)(OC)[CH2:33][CH3:34]. (2) Given the product [C:19]([O:1][C:2]1([CH3:8])[CH2:7][CH2:6][O:5][CH2:4][CH2:3]1)(=[O:22])[C:17]([CH3:18])=[CH2:9], predict the reactants needed to synthesize it. The reactants are: [OH:1][C:2]1([CH3:8])[CH2:7][CH2:6][O:5][CH2:4][CH2:3]1.[CH2:9](Cl)Cl.C(N([CH2:17][CH3:18])CC)C.[C:19](=[O:22])([O-])O.[Na+]. (3) Given the product [CH3:15][C:14]1[CH:13]=[CH:12][C:7]([C:8]([O:10][CH3:11])=[O:9])=[CH:6][C:5]=1[C:3]1[NH:25][C:23]([N:18]2[CH2:22][CH2:21][CH2:20][CH2:19]2)=[N:24][C:2]=1[CH3:16], predict the reactants needed to synthesize it. The reactants are: Br[CH:2]([CH3:16])[C:3]([C:5]1[CH:6]=[C:7]([CH:12]=[CH:13][C:14]=1[CH3:15])[C:8]([O:10][CH3:11])=[O:9])=O.Cl.[N:18]1([C:23](=[NH:25])[NH2:24])[CH2:22][CH2:21][CH2:20][CH2:19]1.C([O-])([O-])=O.[K+].[K+]. (4) Given the product [CH:1]1([N:4]2[CH2:9][CH2:8][N:7]([C:11]3[CH:16]=[CH:15][C:14]([N+:17]([O-:19])=[O:18])=[CH:13][CH:12]=3)[CH2:6][CH2:5]2)[CH2:3][CH2:2]1, predict the reactants needed to synthesize it. The reactants are: [CH:1]1([N:4]2[CH2:9][CH2:8][NH:7][CH2:6][CH2:5]2)[CH2:3][CH2:2]1.F[C:11]1[CH:16]=[CH:15][C:14]([N+:17]([O-:19])=[O:18])=[CH:13][CH:12]=1.CCN(C(C)C)C(C)C. (5) Given the product [F:27][C:23]1([F:28])[CH2:24][CH2:25][CH2:26][C:21]([CH2:20][NH:19][C:11]([C:9]2[CH:8]=[C:7]([CH2:14][CH2:15][O:16][CH3:17])[N:6]3[C:10]=2[C:2]([Cl:1])=[CH:3][CH:4]=[CH:5]3)=[O:13])([OH:29])[CH2:22]1, predict the reactants needed to synthesize it. The reactants are: [Cl:1][C:2]1[C:10]2[N:6]([C:7]([CH2:14][CH2:15][O:16][CH3:17])=[CH:8][C:9]=2[C:11]([OH:13])=O)[CH:5]=[CH:4][CH:3]=1.Cl.[NH2:19][CH2:20][C:21]1([OH:29])[CH2:26][CH2:25][CH2:24][C:23]([F:28])([F:27])[CH2:22]1.CCN(CC)CC.Cl.CN(C)CCCN=C=NCC.N1(O)C2C=CC=CC=2N=N1. (6) Given the product [CH2:24]([C:26]1[CH:31]=[C:30]([C:32]2[CH2:33][CH2:34][N:35]([C:17]([O:1][CH2:2][C:3]#[N:4])=[O:23])[CH2:36][CH:37]=2)[CH:29]=[CH:28][C:27]=1[N:38]([CH3:49])[C:39]1[N:44]=[CH:43][C:42]2[N:45]=[CH:46][N:47]([CH3:48])[C:41]=2[CH:40]=1)[CH3:25], predict the reactants needed to synthesize it. The reactants are: [OH:1][CH2:2][C:3]#[N:4].C(N(CC)CC)C.ClC(O[C:17](=[O:23])OC(Cl)(Cl)Cl)(Cl)Cl.[CH2:24]([C:26]1[CH:31]=[C:30]([C:32]2[CH2:33][CH2:34][NH:35][CH2:36][CH:37]=2)[CH:29]=[CH:28][C:27]=1[N:38]([CH3:49])[C:39]1[N:44]=[CH:43][C:42]2[N:45]=[CH:46][N:47]([CH3:48])[C:41]=2[CH:40]=1)[CH3:25]. (7) Given the product [N:32]1([C:29]2[CH:28]=[CH:27][C:26]([NH:25][CH:2]=[C:3]3[C:11]4[C:6](=[CH:7][CH:8]=[C:9]([C:12]([C:14]5[CH:15]=[C:16]([NH:20][C:21](=[O:23])[CH3:22])[CH:17]=[CH:18][CH:19]=5)=[O:13])[CH:10]=4)[NH:5][C:4]3=[O:24])=[CH:31][CH:30]=2)[CH2:33][CH2:34][O:35][CH2:36][CH2:37]1, predict the reactants needed to synthesize it. The reactants are: O[CH:2]=[C:3]1[C:11]2[C:6](=[CH:7][CH:8]=[C:9]([C:12]([C:14]3[CH:15]=[C:16]([NH:20][C:21](=[O:23])[CH3:22])[CH:17]=[CH:18][CH:19]=3)=[O:13])[CH:10]=2)[NH:5][C:4]1=[O:24].[NH2:25][C:26]1[CH:31]=[CH:30][C:29]([N:32]2[CH2:37][CH2:36][O:35][CH2:34][CH2:33]2)=[CH:28][CH:27]=1.